This data is from Human liver microsome stability data. The task is: Regression/Classification. Given a drug SMILES string, predict its absorption, distribution, metabolism, or excretion properties. Task type varies by dataset: regression for continuous measurements (e.g., permeability, clearance, half-life) or binary classification for categorical outcomes (e.g., BBB penetration, CYP inhibition). Dataset: hlm. (1) The drug is C[C@]1(c2ccc(Cl)cc2Cl)OC[C@@H](COc2ccc(N3CCN(CCCc4cccc(O)c4)CC3)cc2)O1. The result is 1 (stable in human liver microsomes). (2) The drug is O=C(N1CCN(c2ncnc3[nH]nc(Cl)c23)CC1)C1(c2ccc(Cl)c(Cl)c2)CCNCC1. The result is 0 (unstable in human liver microsomes). (3) The drug is N[C@@H](COCc1ccccc1)C(=O)Nc1nc2ccc(OC(F)(F)F)cc2s1. The result is 0 (unstable in human liver microsomes). (4) The compound is Cn1nnc(-c2ccc(F)c3c(C(=O)C(=O)N4CCN(C(=O)c5ccccc5)CC4)c[nH]c23)n1. The result is 1 (stable in human liver microsomes). (5) The molecule is CC(C)CSc1nncc(-c2cnnc(SCC(C)C)n2)n1. The result is 0 (unstable in human liver microsomes). (6) The compound is C=C(C)[C@@H]1CC[C@]2(CNCCCN)CC[C@]3(C)[C@H](CC[C@@H]4[C@@]5(C)CC=C(c6ccc(C(=O)O)cc6)C(C)(C)[C@@H]5CC[C@]43C)[C@@H]12. The result is 0 (unstable in human liver microsomes). (7) The molecule is O=C(c1cccc2cnccc12)N(CCc1ccc(Cl)cc1)C1CCC2(CC1)OCCO2. The result is 1 (stable in human liver microsomes). (8) The drug is CC(C)CN1CCCC[C@H]1C(=O)Nc1cc(C(C)(C)C)on1. The result is 1 (stable in human liver microsomes).